This data is from Reaction yield outcomes from USPTO patents with 853,638 reactions. The task is: Predict the reaction yield, written as a fraction of the theoretical maximum amount of product (1.0 means a 100% yield; for example, 0.34 means a 34% yield). (1) The reactants are II.[Br-].[C:4]1([CH:10]([C:13]2[CH:18]=[CH:17][CH:16]=[CH:15][CH:14]=2)[CH:11]=[O:12])[CH:9]=[CH:8][CH:7]=[CH:6][CH:5]=1.C([O-])(O)=O.[Na+]. The catalyst is C(OCC)C.BrCCC=C. The product is [C:13]1([CH:10]([C:4]2[CH:5]=[CH:6][CH:7]=[CH:8][CH:9]=2)[CH:11]([OH:12])[CH2:6][CH2:5][CH:4]=[CH2:9])[CH:14]=[CH:15][CH:16]=[CH:17][CH:18]=1. The yield is 0.910. (2) The reactants are [CH2:1]([C:5]1[N:9]=[C:8]([CH2:10][CH2:11][CH2:12][CH3:13])[N:7]([CH2:14][C:15]2[CH:20]=[CH:19][C:18]([C:21]3[C:22]([C:27]([O:29]C)=[O:28])=[CH:23][CH:24]=[CH:25][CH:26]=3)=[CH:17][CH:16]=2)[N:6]=1)[CH2:2][CH2:3][CH3:4].[OH-].[Na+]. The catalyst is C(O)C. The product is [CH2:1]([C:5]1[N:9]=[C:8]([CH2:10][CH2:11][CH2:12][CH3:13])[N:7]([CH2:14][C:15]2[CH:16]=[CH:17][C:18]([C:21]3[C:22]([C:27]([OH:29])=[O:28])=[CH:23][CH:24]=[CH:25][CH:26]=3)=[CH:19][CH:20]=2)[N:6]=1)[CH2:2][CH2:3][CH3:4]. The yield is 0.860. (3) The reactants are [OH:1][C:2]1[CH:3]=[C:4]([CH2:9][C@H:10]([NH:27]C(OC(C)(C)C)=O)[C:11]([O:13][CH2:14][CH:15]([OH:26])[CH2:16][O:17][C:18]([C:20]2[CH:25]=[CH:24][CH:23]=[CH:22][CH:21]=2)=[O:19])=[O:12])[CH:5]=[CH:6][C:7]=1[OH:8].[ClH:35]. The catalyst is O1CCOCC1. The product is [ClH:35].[NH2:27][C@@H:10]([CH2:9][C:4]1[CH:5]=[CH:6][C:7]([OH:8])=[C:2]([OH:1])[CH:3]=1)[C:11]([O:13][CH2:14][CH:15]([OH:26])[CH2:16][O:17][C:18]([C:20]1[CH:25]=[CH:24][CH:23]=[CH:22][CH:21]=1)=[O:19])=[O:12]. The yield is 0.480.